This data is from Full USPTO retrosynthesis dataset with 1.9M reactions from patents (1976-2016). The task is: Predict the reactants needed to synthesize the given product. The reactants are: [CH3:1][CH2:2][CH2:3][CH2:4][CH2:5][CH3:6].C([O:19]C(C1C=[C:24]2[C:29](=[O:30])N(O)C(=O)[C:25]2=[CH:32][CH:33]=1)=O)CCCCCCCCCCC. Given the product [CH3:1][C:2](=[O:19])[CH2:3][CH2:4][CH2:5][CH3:6].[CH3:1][CH:29]([OH:30])[CH2:24][CH2:25][CH2:32][CH3:33].[CH3:1][CH2:2][C:3](=[O:19])[CH2:4][CH2:5][CH3:6].[CH3:1][CH2:2][CH:3]([OH:19])[CH2:4][CH2:5][CH3:6], predict the reactants needed to synthesize it.